The task is: Predict the product of the given reaction.. This data is from Forward reaction prediction with 1.9M reactions from USPTO patents (1976-2016). (1) Given the reactants COC1C=CC(C(C2SC=NN=2)[N:10]2[C:18]3[C:13](=[N:14][CH2:15][NH:16][CH:17]=3)[CH:12]=[C:11]2[C:19]2[CH:24]=[CH:23][CH:22]=[CH:21][C:20]=2[F:25])=C(C(F)(F)F)C=1.FC1C=CC=CC=1C1NC2C=NC=NC=2C=1.[F:51][C:52]([F:72])([F:71])[C:53]1[CH:58]=[C:57]([C:59]([F:62])([F:61])[F:60])[CH:56]=[CH:55][C:54]=1[C:63]1[N:64]=[N:65][C:66]([CH2:69]Cl)=[CH:67][CH:68]=1, predict the reaction product. The product is: [F:72][C:52]([F:51])([F:71])[C:53]1[CH:58]=[C:57]([C:59]([F:62])([F:60])[F:61])[CH:56]=[CH:55][C:54]=1[C:63]1[N:64]=[N:65][C:66]([CH2:69][N:16]2[CH:17]=[C:18]3[N:10]=[C:11]([C:19]4[CH:24]=[CH:23][CH:22]=[CH:21][C:20]=4[F:25])[CH:12]=[C:13]3[N:14]=[CH:15]2)=[CH:67][CH:68]=1. (2) The product is: [CH3:16][C:17]1[O:32][C:14]([CH2:13][NH:12][C:7]2[CH:6]=[CH:5][C:4]3[C:9](=[CH:10][CH:11]=[C:2]([NH:30][C:22](=[O:29])[C:23]4[CH:28]=[CH:27][CH:26]=[CH:25][CH:24]=4)[CH:3]=3)[N:8]=2)=[CH:19][CH:18]=1. Given the reactants Br[C:2]1[CH:3]=[C:4]2[C:9](=[CH:10][CH:11]=1)[N:8]=[C:7]([NH:12][CH2:13][C:14]1[CH:19]=[CH:18][CH:17]=[CH:16]C=1OC)[CH:6]=[CH:5]2.[C:22]([NH2:30])(=[O:29])[C:23]1[CH:28]=[CH:27][CH:26]=[CH:25][CH:24]=1.C(=O)([O-])[O-:32].[Cs+].[Cs+].C1(P(C2C=CC=CC=2)C2C3OC4C(=CC=CC=4P(C4C=CC=CC=4)C4C=CC=CC=4)C(C)(C)C=3C=CC=2)C=CC=CC=1, predict the reaction product. (3) Given the reactants [CH3:1][O:2][C:3](=[O:17])[CH2:4][CH2:5][NH:6][C:7](=[O:16])[C:8]1[CH:13]=[CH:12][C:11]([CH:14]=O)=[CH:10][CH:9]=1.C(O)(=O)C.C([BH3-])#N.[Na+].[CH2:26]([C:30]1[CH:36]=[CH:35][C:33]([NH2:34])=[CH:32][CH:31]=1)[CH2:27][CH2:28][CH3:29], predict the reaction product. The product is: [CH3:1][O:2][C:3](=[O:17])[CH2:4][CH2:5][NH:6][C:7](=[O:16])[C:8]1[CH:13]=[CH:12][C:11]([CH2:14][NH:34][C:33]2[CH:35]=[CH:36][C:30]([CH2:26][CH2:27][CH2:28][CH3:29])=[CH:31][CH:32]=2)=[CH:10][CH:9]=1. (4) Given the reactants Cl.Cl.[NH2:3][C:4]1[CH:5]=[CH:6][C:7]2[S:11][C:10]([CH3:12])=[N:9][C:8]=2[CH:13]=1.[F:14][C:15]1[CH:20]=[CH:19][C:18]([C:21]2[CH:29]=[CH:28][C:24]([C:25](O)=[O:26])=[C:23]([CH3:30])[N:22]=2)=[CH:17][CH:16]=1, predict the reaction product. The product is: [F:14][C:15]1[CH:20]=[CH:19][C:18]([C:21]2[CH:29]=[CH:28][C:24]([C:25]([NH:3][C:4]3[CH:5]=[CH:6][C:7]4[S:11][C:10]([CH3:12])=[N:9][C:8]=4[CH:13]=3)=[O:26])=[C:23]([CH3:30])[N:22]=2)=[CH:17][CH:16]=1. (5) Given the reactants [C:1]([O:9][C@@H:10]1[C@H:14]([CH2:15][O:16][C:17](=[O:24])[C:18]2[CH:23]=[CH:22][CH:21]=[CH:20][CH:19]=2)[O:13][C@H:12]([N:25]2[CH:33]=[N:32][C:31]3[C:26]2=[N:27][CH:28]=[N:29][C:30]=3[NH2:34])[C@H:11]1O)(=[O:8])[C:2]1[CH:7]=[CH:6][CH:5]=[CH:4][CH:3]=1.O(C(Cl)=S)C1C=CC=CC=1.[H-].C[Si]([SiH]([Si](C)(C)C)[Si](C)(C)C)(C)C.CC(N=NC(C#N)(C)C)(C#N)C, predict the reaction product. The product is: [C:1]([O:9][C@@H:10]1[C@H:14]([CH2:15][O:16][C:17](=[O:24])[C:18]2[CH:23]=[CH:22][CH:21]=[CH:20][CH:19]=2)[O:13][C@H:12]([N:25]2[CH:33]=[N:32][C:31]3[C:26]2=[N:27][CH:28]=[N:29][C:30]=3[NH2:34])[CH2:11]1)(=[O:8])[C:2]1[CH:3]=[CH:4][CH:5]=[CH:6][CH:7]=1. (6) Given the reactants NC1[C:3]([O:31][C:32]2[CH:37]=[CH:36][C:35]([F:38])=[CH:34][C:33]=2[F:39])=[C:4]([C:10]2[C:11]3[CH:20]=[CH:19][N:18]([S:21]([C:24]4[CH:29]=[CH:28][C:27]([CH3:30])=[CH:26][CH:25]=4)(=[O:23])=[O:22])[C:12]=3[C:13](=[O:17])[N:14]([CH3:16])[CH:15]=2)[CH:5]=[CH:6]C=1NC.C1N=CN([C:45]([N:47]2[CH:51]=[N:50][CH:49]=[CH:48]2)=O)C=1.[O:52]1CCCC1, predict the reaction product. The product is: [F:39][C:33]1[CH:34]=[C:35]([F:38])[CH:36]=[CH:37][C:32]=1[O:31][C:3]1[C:49]2[NH:50][C:51](=[O:52])[N:47]([CH3:45])[C:48]=2[CH:6]=[CH:5][C:4]=1[C:10]1[C:11]2[CH:20]=[CH:19][N:18]([S:21]([C:24]3[CH:29]=[CH:28][C:27]([CH3:30])=[CH:26][CH:25]=3)(=[O:22])=[O:23])[C:12]=2[C:13](=[O:17])[N:14]([CH3:16])[CH:15]=1.